From a dataset of Peptide-MHC class I binding affinity with 185,985 pairs from IEDB/IMGT. Regression. Given a peptide amino acid sequence and an MHC pseudo amino acid sequence, predict their binding affinity value. This is MHC class I binding data. (1) The peptide sequence is NMDKVSAQNI. The MHC is HLA-A02:02 with pseudo-sequence HLA-A02:02. The binding affinity (normalized) is 0.169. (2) The peptide sequence is QHTRRVSVL. The MHC is HLA-B08:01 with pseudo-sequence HLA-B08:01. The binding affinity (normalized) is 0.419. (3) The peptide sequence is YLVAYQAKV. The MHC is HLA-A02:06 with pseudo-sequence HLA-A02:06. The binding affinity (normalized) is 0.697. (4) The peptide sequence is TTAQGTSMYP. The MHC is HLA-A02:03 with pseudo-sequence HLA-A02:03. The binding affinity (normalized) is 0. (5) The peptide sequence is FPFLYKFLL. The MHC is HLA-B58:01 with pseudo-sequence HLA-B58:01. The binding affinity (normalized) is 0.258. (6) The peptide sequence is PLTNQRYRV. The MHC is HLA-B18:01 with pseudo-sequence HLA-B18:01. The binding affinity (normalized) is 0.0847.